Task: Predict the reactants needed to synthesize the given product.. Dataset: Retrosynthesis with 50K atom-mapped reactions and 10 reaction types from USPTO (1) Given the product CCC1CCc2c(sc3cc(O)ccc3c2=O)C1, predict the reactants needed to synthesize it. The reactants are: CCC1CCc2c(sc3cc(OC)ccc3c2=O)C1. (2) Given the product O=C(CCC(=O)c1ccc2c(c1)OCCCO2)Nc1nc(-c2ccccc2)c(Cc2ccccc2)s1, predict the reactants needed to synthesize it. The reactants are: Nc1nc(-c2ccccc2)c(Cc2ccccc2)s1.O=C(O)CCC(=O)c1ccc2c(c1)OCCCO2. (3) Given the product CN1Cc2c(Cl)cc(Cl)cc2C(c2ccc(NC(=O)NCCCC3C(=O)OC(C)(C)OC3=O)cc2)C1, predict the reactants needed to synthesize it. The reactants are: CN1Cc2c(Cl)cc(Cl)cc2C(c2ccc(NC(=O)NCCC(=O)C3C(=O)OC(C)(C)OC3=O)cc2)C1. (4) Given the product COC(=O)C1CCN(c2ccc(F)c(C)c2)CC1, predict the reactants needed to synthesize it. The reactants are: COC(=O)C1CCNCC1.Cc1cc(Br)ccc1F. (5) Given the product Cc1ccc(S(=O)(=O)N2C=CNC(=O)[C@H]2CC(=O)N[C@@H]2CCCc3cc(CCN4CCCCC4)ccc32)cc1, predict the reactants needed to synthesize it. The reactants are: Cc1ccc(S(=O)(=O)N2C=CNC(=O)[C@H]2CC(=O)O)cc1.N[C@@H]1CCCc2cc(CCN3CCCCC3)ccc21. (6) Given the product C=CCN(CC=C)Cc1ccc([C@H]2CC[C@H](OC(=O)Cc3ccc(Cl)cc3)CC2)cc1, predict the reactants needed to synthesize it. The reactants are: C=CCN(CC=C)Cc1ccc([C@H]2CC[C@H](O)CC2)cc1.O=C(O)Cc1ccc(Cl)cc1. (7) The reactants are: CC(C)(C)OC(=O)N1CCC[C@H](OCCN)C1.O=C(Cl)OCc1ccccc1. Given the product CC(C)(C)OC(=O)N1CCC[C@H](OCCNC(=O)OCc2ccccc2)C1, predict the reactants needed to synthesize it. (8) Given the product CC1C2CCCC(=O)C2(Cc2ccccc2)CCC12OCCO2, predict the reactants needed to synthesize it. The reactants are: CC1C2CCCC(O)C2(Cc2ccccc2)CCC12OCCO2. (9) Given the product S=C(NCc1ccccc1)Nc1ccc2[nH]cnc2c1, predict the reactants needed to synthesize it. The reactants are: Nc1ccc2[nH]cnc2c1.S=C=NCc1ccccc1.